This data is from Reaction yield outcomes from USPTO patents with 853,638 reactions. The task is: Predict the reaction yield, written as a fraction of the theoretical maximum amount of product (1.0 means a 100% yield; for example, 0.34 means a 34% yield). (1) The reactants are [Cl:1][C:2]1[N:3]=[CH:4][C:5]2[S:10][CH:9]=[C:8]([C:11]([OH:13])=O)[C:6]=2[N:7]=1.S(Cl)([Cl:16])=O. No catalyst specified. The product is [Cl:1][C:2]1[N:3]=[CH:4][C:5]2[S:10][CH:9]=[C:8]([C:11]([Cl:16])=[O:13])[C:6]=2[N:7]=1. The yield is 0.995. (2) The reactants are [F:1][C:2]1[CH:3]=[C:4]2[C:8](=[CH:9][CH:10]=1)[NH:7][C:6](=[O:11])[CH2:5]2.C[Si]([N-][Si](C)(C)C)(C)C.[Li+].[Cl:22][C:23]1[N:28]=[CH:27][C:26]2[C:29](=O)[O:30][CH2:31][C:25]=2[C:24]=1[Cl:33].Cl. The catalyst is C1COCC1. The product is [Cl:22][C:23]1[N:28]=[CH:27][C:26]2[C:29](=[C:5]3[C:4]4[C:8](=[CH:9][CH:10]=[C:2]([F:1])[CH:3]=4)[NH:7][C:6]3=[O:11])[O:30][CH2:31][C:25]=2[C:24]=1[Cl:33]. The yield is 0.680. (3) The reactants are [F:1][C:2]1[CH:7]=[C:6]([I:8])[CH:5]=[CH:4][C:3]=1[NH:9][C:10]1[N:11]([CH3:43])[C:12](=[O:42])[C:13]([CH3:41])=[C:14]2[C:19]=1[C:18](=[O:20])[N:17](CC1C=CC(OC)=CC=1)[C:16](=[O:30])[N:15]2[C:31]1[CH:32]=[C:33]([NH:37][C:38](=[O:40])[CH3:39])[CH:34]=[CH:35][CH:36]=1.[Cl-].[Al+3].[Cl-].[Cl-].CO. The catalyst is C1(OC)C=CC=CC=1. The product is [F:1][C:2]1[CH:7]=[C:6]([I:8])[CH:5]=[CH:4][C:3]=1[NH:9][C:10]1[N:11]([CH3:43])[C:12](=[O:42])[C:13]([CH3:41])=[C:14]2[C:19]=1[C:18](=[O:20])[NH:17][C:16](=[O:30])[N:15]2[C:31]1[CH:32]=[C:33]([NH:37][C:38](=[O:40])[CH3:39])[CH:34]=[CH:35][CH:36]=1. The yield is 0.781.